This data is from Catalyst prediction with 721,799 reactions and 888 catalyst types from USPTO. The task is: Predict which catalyst facilitates the given reaction. (1) Reactant: [NH2:1][C:2]1[CH:14]=[CH:13][C:5]([O:6][CH2:7][C:8]([O:10][CH2:11][CH3:12])=[O:9])=[CH:4][C:3]=1[CH2:15][OH:16].C1N=CN([C:22](N2C=NC=C2)=[O:23])C=1. Product: [O:23]=[C:22]1[NH:1][C:2]2[CH:14]=[CH:13][C:5]([O:6][CH2:7][C:8]([O:10][CH2:11][CH3:12])=[O:9])=[CH:4][C:3]=2[CH2:15][O:16]1. The catalyst class is: 20. (2) Product: [NH2:15][C:13]1[CH:12]=[CH:11][C:10]([CH:18]=[CH:19][C:20]([O:22][CH3:23])=[O:21])=[C:9]([NH:8][C:7]([NH:6][C:4](=[O:5])[C:3]2[CH:25]=[C:26]([F:30])[C:27]([F:29])=[CH:28][C:2]=2[Cl:1])=[O:24])[CH:14]=1. The catalyst class is: 763. Reactant: [Cl:1][C:2]1[CH:28]=[C:27]([F:29])[C:26]([F:30])=[CH:25][C:3]=1[C:4]([NH:6][C:7](=[O:24])[NH:8][C:9]1[CH:14]=[C:13]([N+:15]([O-])=O)[CH:12]=[CH:11][C:10]=1[CH:18]=[CH:19][C:20]([O:22][CH3:23])=[O:21])=[O:5].Cl. (3) Reactant: [H-].C([Al+]CC(C)C)C(C)C.C([O:13][C:14]([C:16]1[S:20][C:19]([CH:21]([CH3:23])[CH3:22])=[N:18][C:17]=1[CH3:24])=O)C.C(C(C(C([O-])=O)O)O)([O-])=O.[Na+].[K+]. Product: [CH3:23][CH:21]([C:19]1[S:20][C:16]([CH2:14][OH:13])=[C:17]([CH3:24])[N:18]=1)[CH3:22]. The catalyst class is: 11.